Dataset: Peptide-MHC class I binding affinity with 185,985 pairs from IEDB/IMGT. Task: Regression. Given a peptide amino acid sequence and an MHC pseudo amino acid sequence, predict their binding affinity value. This is MHC class I binding data. (1) The peptide sequence is KRLAARGLL. The MHC is HLA-B27:05 with pseudo-sequence HLA-B27:05. The binding affinity (normalized) is 0.619. (2) The peptide sequence is CVDHPFIYV. The MHC is HLA-A02:01 with pseudo-sequence HLA-A02:01. The binding affinity (normalized) is 0.417. (3) The peptide sequence is KAERKQREAL. The MHC is Mamu-B03 with pseudo-sequence Mamu-B03. The binding affinity (normalized) is 0.300. (4) The peptide sequence is CLRRFIIFL. The MHC is HLA-A31:01 with pseudo-sequence HLA-A31:01. The binding affinity (normalized) is 0.187. (5) The peptide sequence is LMCHATFTM. The MHC is HLA-B15:01 with pseudo-sequence HLA-B15:01. The binding affinity (normalized) is 0.792. (6) The peptide sequence is TEQAIEDVW. The MHC is H-2-Kk with pseudo-sequence H-2-Kk. The binding affinity (normalized) is 0.133. (7) The peptide sequence is SLSTYTVPI. The MHC is HLA-A02:01 with pseudo-sequence HLA-A02:01. The binding affinity (normalized) is 0.765.